From a dataset of Catalyst prediction with 721,799 reactions and 888 catalyst types from USPTO. Predict which catalyst facilitates the given reaction. (1) Reactant: [CH2:1]([NH2:6])[C:2]([CH3:5])([CH3:4])[CH3:3].[N+:7]([C:10]1[CH:11]=[C:12]([S:16](Cl)(=[O:18])=[O:17])[CH:13]=[CH:14][CH:15]=1)([O-:9])=[O:8].C(N(CC)CC)C.O. Product: [N+:7]([C:10]1[CH:11]=[C:12]([S:16]([NH:6][CH2:1][C:2]([CH3:5])([CH3:4])[CH3:3])(=[O:18])=[O:17])[CH:13]=[CH:14][CH:15]=1)([O-:9])=[O:8]. The catalyst class is: 12. (2) Reactant: C([Li])CCC.[CH3:6][CH:7]([CH3:22])[CH2:8][N:9]1[C:21]2[C:20]3[CH:19]=[CH:18][CH:17]=[CH:16][C:15]=3[N:14]=[CH:13][C:12]=2[N:11]=[CH:10]1.CN([CH:26]=[O:27])C. Product: [CH3:6][CH:7]([CH3:22])[CH2:8][N:9]1[C:21]2[C:20]3[CH:19]=[CH:18][CH:17]=[CH:16][C:15]=3[N:14]=[CH:13][C:12]=2[N:11]=[C:10]1[CH:26]=[O:27]. The catalyst class is: 7. (3) Reactant: [CH2:1]([O:8][C:9]([NH:11][C@H:12]([C:24]([OH:26])=O)[CH2:13][CH2:14][CH2:15][NH:16][C:17]([O:19][C:20]([CH3:23])([CH3:22])[CH3:21])=[O:18])=[O:10])[C:2]1[CH:7]=[CH:6][CH:5]=[CH:4][CH:3]=1.[C:27]([O:31][C:32](=[O:37])[NH:33][CH2:34][CH2:35][NH2:36])([CH3:30])([CH3:29])[CH3:28].C(Cl)CCl.C1C=CC2N(O)N=NC=2C=1. Product: [CH2:1]([O:8][C:9](=[O:10])[NH:11][C@H:12]([C:24]([NH:36][CH2:35][CH2:34][NH:33][C:32]([O:31][C:27]([CH3:30])([CH3:29])[CH3:28])=[O:37])=[O:26])[CH2:13][CH2:14][CH2:15][NH:16][C:17]([O:19][C:20]([CH3:21])([CH3:22])[CH3:23])=[O:18])[C:2]1[CH:3]=[CH:4][CH:5]=[CH:6][CH:7]=1. The catalyst class is: 9. (4) Reactant: [F:1][C:2]1[CH:9]=[C:8]([F:10])[CH:7]=[CH:6][C:3]=1[CH:4]=O.Cl.[NH2:12][OH:13].CCO.[OH-].[Na+]. Product: [F:1][C:2]1[CH:9]=[C:8]([F:10])[CH:7]=[CH:6][C:3]=1/[CH:4]=[N:12]/[OH:13]. The catalyst class is: 6. (5) Reactant: [CH:1]([Mg]Br)=[CH2:2].[Cl:5][C:6]1[CH:11]=[C:10]([F:12])[CH:9]=[CH:8][C:7]=1[C:13]([CH3:33])([CH3:32])[CH2:14][C:15](=[O:31])[C:16]([NH:18][C:19]1[CH:20]=[CH:21][C:22]2[C:27](=[O:28])[O:26][N:25]=[C:24]([CH3:29])[C:23]=2[CH:30]=1)=[O:17].[Cl-].[NH4+]. Product: [Cl:5][C:6]1[CH:11]=[C:10]([F:12])[CH:9]=[CH:8][C:7]=1[C:13]([CH3:33])([CH3:32])[CH2:14][C:15]([OH:31])([CH:1]=[CH2:2])[C:16]([NH:18][C:19]1[CH:20]=[CH:21][C:22]2[C:27](=[O:28])[O:26][N:25]=[C:24]([CH3:29])[C:23]=2[CH:30]=1)=[O:17]. The catalyst class is: 1. (6) Reactant: [NH:1]1[C:11]2[C:6](=[CH:7][CH:8]=[CH:9][CH:10]=2)[C:4](=[O:5])[C:2]1=O.[CH3:12][C:13]([CH2:15][C:16](O)=O)=O.[C:19]([O-:22])([O-])=O.[Na+].[Na+]. Product: [CH:13]1[CH:15]=[CH:16][C:2]2[NH:1][C:19]([OH:22])=[C:6]([C:2]3[C:4](=[O:5])[C:6]4[CH:7]=[CH:8][CH:9]=[CH:10][C:11]=4[N:1]=3)[C:4]=2[CH:12]=1. The catalyst class is: 5. (7) Reactant: BrC1C=C(C(Cl)=O)C=CC=1.[CH3:11][O:12][C:13]1[CH:14]=[C:15]2[C:20](=[CH:21][C:22]=1[O:23][CH3:24])[N:19]=[CH:18][CH:17]=[C:16]2[O:25][C:26]1[CH:32]=[CH:31][C:29]([NH2:30])=[C:28]([F:33])[CH:27]=1.[Br:34][C:35]1[CH:36]=[C:37]([C:41]([N:43]=[C:44]=[S:45])=[O:42])[CH:38]=[CH:39][CH:40]=1. Product: [Br:34][C:35]1[CH:36]=[C:37]([C:41]([N:43]=[C:44]=[S:45])=[O:42])[CH:38]=[CH:39][CH:40]=1.[Br:34][C:35]1[CH:36]=[C:37]([CH:38]=[CH:39][CH:40]=1)[C:41]([NH:43][C:44]([NH:30][C:29]1[CH:31]=[CH:32][C:26]([O:25][C:16]2[C:15]3[C:20](=[CH:21][C:22]([O:23][CH3:24])=[C:13]([O:12][CH3:11])[CH:14]=3)[N:19]=[CH:18][CH:17]=2)=[CH:27][C:28]=1[F:33])=[S:45])=[O:42]. The catalyst class is: 234. (8) Reactant: [NH2:1][C:2]1[N:7]=[C:6]([C:8]2[CH:13]=[CH:12][CH:11]=[C:10]([F:14])[CH:9]=2)[C:5]([C:15]#[N:16])=[C:4](S(C)=O)[N:3]=1.[N:20]1[CH:25]=[CH:24][CH:23]=[CH:22][C:21]=1[CH2:26][NH2:27]. Product: [NH2:1][C:2]1[N:7]=[C:6]([C:8]2[CH:13]=[CH:12][CH:11]=[C:10]([F:14])[CH:9]=2)[C:5]([C:15]#[N:16])=[C:4]([NH:27][CH2:26][C:21]2[CH:22]=[CH:23][CH:24]=[CH:25][N:20]=2)[N:3]=1. The catalyst class is: 57. (9) Reactant: [CH2:1]([O:8][C:9]([NH:11][C@@H:12]([C:16]1[CH:21]=[CH:20][CH:19]=[CH:18][CH:17]=1)[C:13]([OH:15])=O)=[O:10])[C:2]1[CH:7]=[CH:6][CH:5]=[CH:4][CH:3]=1.C1CCC(N=C=NC2CCCCC2)CC1.C1C=CC2N(O)N=NC=2C=1.[NH:47]1[CH2:51][CH2:50][C@H:49]([OH:52])[CH2:48]1. Product: [CH2:1]([O:8][C:9](=[O:10])[NH:11][C@@H:12]([C:16]1[CH:21]=[CH:20][CH:19]=[CH:18][CH:17]=1)[C:13]([N:47]1[CH2:51][CH2:50][C@H:49]([OH:52])[CH2:48]1)=[O:15])[C:2]1[CH:3]=[CH:4][CH:5]=[CH:6][CH:7]=1. The catalyst class is: 4.